Task: Predict the reactants needed to synthesize the given product.. Dataset: Full USPTO retrosynthesis dataset with 1.9M reactions from patents (1976-2016) (1) Given the product [CH2:1]=[CH:2][C:3]([C:9]([C:8]([F:15])([F:14])[F:7])=[O:10])([F:5])[F:4], predict the reactants needed to synthesize it. The reactants are: [CH2:1]=[CH:2][C:3](Br)([F:5])[F:4].[F:7][C:8]([F:15])([F:14])[C:9](OCC)=[O:10].N#N. (2) The reactants are: [C:1]1([CH:7]([C:31]2[CH:36]=[CH:35][CH:34]=[CH:33][CH:32]=2)[N:8]2[C:16]3[C:11](=[CH:12][CH:13]=[CH:14][CH:15]=3)[CH:10]([C:17]3[C:18]([OH:29])=[CH:19][C:20]4[O:25][CH2:24][C:23](=[O:26])[N:22]([CH3:27])[C:21]=4[CH:28]=3)[C:9]2=[O:30])[CH:6]=[CH:5][CH:4]=[CH:3][CH:2]=1.[C:37]1(C(C2C=CC=CC=2)N2C3C(=CC=CC=3)C(C3C=C(C)C(OC)=CC=3O)C2=O)C=CC=CC=1. Given the product [C:31]1([CH:7]([C:1]2[CH:2]=[CH:3][CH:4]=[CH:5][CH:6]=2)[N:8]2[C:16]3[C:11](=[CH:12][CH:13]=[CH:14][CH:15]=3)[C:10]3([C:17]4[C:18](=[CH:19][C:20]5[O:25][CH2:24][C:23](=[O:26])[N:22]([CH3:27])[C:21]=5[CH:28]=4)[O:29][CH2:37]3)[C:9]2=[O:30])[CH:32]=[CH:33][CH:34]=[CH:35][CH:36]=1, predict the reactants needed to synthesize it. (3) The reactants are: [CH2:1]([O:8][C:9]1[CH:10]=[CH:11][C:12]2[C:13]3[S:21][C:20]([CH2:22][CH2:23][CH3:24])=[N:19][C:14]=3[CH:15]=[N:16][C:17]=2[CH:18]=1)[C:2]1[CH:7]=[CH:6][CH:5]=[CH:4][CH:3]=1.ClC1C=C(C=CC=1)C(OO)=[O:30]. Given the product [CH2:1]([O:8][C:9]1[CH:10]=[CH:11][C:12]2[C:13]3[S:21][C:20]([CH2:22][CH2:23][CH3:24])=[N:19][C:14]=3[CH:15]=[N+:16]([O-:30])[C:17]=2[CH:18]=1)[C:2]1[CH:3]=[CH:4][CH:5]=[CH:6][CH:7]=1, predict the reactants needed to synthesize it. (4) Given the product [C:1]([NH:5][C:6]([C:8]1[CH:9]=[C:10]([CH:44]=[CH:45][CH:46]=1)[O:11][C:12]1[CH:17]=[CH:16][C:15]([NH:18][C:19]2[C:29]3[CH:28]=[C:27]([C:30]([O:32][CH3:33])=[O:31])[CH2:26][CH2:25][NH:24][C:23]=3[N:22]=[CH:21][N:20]=2)=[CH:14][C:13]=1[Cl:43])=[O:7])([CH3:4])([CH3:2])[CH3:3], predict the reactants needed to synthesize it. The reactants are: [C:1]([NH:5][C:6]([C:8]1[CH:9]=[C:10]([CH:44]=[CH:45][CH:46]=1)[O:11][C:12]1[CH:17]=[CH:16][C:15]([NH:18][C:19]2[C:29]3[CH:28]=[C:27]([C:30]([O:32][CH3:33])=[O:31])[CH2:26][CH2:25][N:24](CC4C=CC(OC)=CC=4)[C:23]=3[N:22]=[CH:21][N:20]=2)=[CH:14][C:13]=1[Cl:43])=[O:7])([CH3:4])([CH3:3])[CH3:2].FC(F)(F)C(O)=O.